Dataset: Peptide-MHC class I binding affinity with 185,985 pairs from IEDB/IMGT. Task: Regression. Given a peptide amino acid sequence and an MHC pseudo amino acid sequence, predict their binding affinity value. This is MHC class I binding data. (1) The peptide sequence is VKINIFPLY. The MHC is HLA-A02:03 with pseudo-sequence HLA-A02:03. The binding affinity (normalized) is 0.0847. (2) The peptide sequence is KSDAKRNSK. The MHC is HLA-A31:01 with pseudo-sequence HLA-A31:01. The binding affinity (normalized) is 0.305. (3) The peptide sequence is NPTQAPVIQLHAVY. The MHC is HLA-B44:03 with pseudo-sequence HLA-B44:03. The binding affinity (normalized) is 0.123. (4) The peptide sequence is VEYYPLLFIT. The MHC is HLA-B40:01 with pseudo-sequence HLA-B40:01. The binding affinity (normalized) is 0.211. (5) The peptide sequence is DKGLSSLSCEG. The MHC is HLA-B27:05 with pseudo-sequence HLA-B27:05. The binding affinity (normalized) is 0. (6) The peptide sequence is GPRLNTLCGF. The MHC is H-2-Ld with pseudo-sequence H-2-Ld. The binding affinity (normalized) is 0.0171.